This data is from NCI-60 drug combinations with 297,098 pairs across 59 cell lines. The task is: Regression. Given two drug SMILES strings and cell line genomic features, predict the synergy score measuring deviation from expected non-interaction effect. (1) Drug 1: CC(C)(C#N)C1=CC(=CC(=C1)CN2C=NC=N2)C(C)(C)C#N. Drug 2: CCCCCOC(=O)NC1=NC(=O)N(C=C1F)C2C(C(C(O2)C)O)O. Cell line: HOP-92. Synergy scores: CSS=-4.30, Synergy_ZIP=2.13, Synergy_Bliss=-1.26, Synergy_Loewe=-7.47, Synergy_HSA=-7.89. (2) Drug 1: CN(CC1=CN=C2C(=N1)C(=NC(=N2)N)N)C3=CC=C(C=C3)C(=O)NC(CCC(=O)O)C(=O)O. Drug 2: CC(C)CN1C=NC2=C1C3=CC=CC=C3N=C2N. Cell line: HCC-2998. Synergy scores: CSS=28.2, Synergy_ZIP=1.21, Synergy_Bliss=0.236, Synergy_Loewe=-10.4, Synergy_HSA=-3.19. (3) Drug 1: CC(C1=C(C=CC(=C1Cl)F)Cl)OC2=C(N=CC(=C2)C3=CN(N=C3)C4CCNCC4)N. Drug 2: CC1OCC2C(O1)C(C(C(O2)OC3C4COC(=O)C4C(C5=CC6=C(C=C35)OCO6)C7=CC(=C(C(=C7)OC)O)OC)O)O. Cell line: SR. Synergy scores: CSS=82.2, Synergy_ZIP=3.09, Synergy_Bliss=0.654, Synergy_Loewe=-1.76, Synergy_HSA=1.73. (4) Drug 1: C1=CC=C(C=C1)NC(=O)CCCCCCC(=O)NO. Drug 2: CS(=O)(=O)OCCCCOS(=O)(=O)C. Cell line: RXF 393. Synergy scores: CSS=7.46, Synergy_ZIP=-4.16, Synergy_Bliss=-2.12, Synergy_Loewe=-2.14, Synergy_HSA=-0.0291. (5) Drug 1: C1=NC(=NC(=O)N1C2C(C(C(O2)CO)O)O)N. Drug 2: B(C(CC(C)C)NC(=O)C(CC1=CC=CC=C1)NC(=O)C2=NC=CN=C2)(O)O. Cell line: SK-MEL-28. Synergy scores: CSS=33.0, Synergy_ZIP=-4.01, Synergy_Bliss=-3.14, Synergy_Loewe=-14.0, Synergy_HSA=-2.87.